This data is from Forward reaction prediction with 1.9M reactions from USPTO patents (1976-2016). The task is: Predict the product of the given reaction. (1) Given the reactants [C:1]1([CH3:21])[CH:6]=[C:5]([CH3:7])[CH:4]=[C:3]([CH3:8])[C:2]=1[C:9]1[N:14]=[C:13]([CH2:15][CH:16]([OH:20])[CH2:17][CH2:18][CH3:19])[CH:12]=[CH:11][CH:10]=1.C[N+]1([O-])CCOCC1, predict the reaction product. The product is: [C:1]1([CH3:21])[CH:6]=[C:5]([CH3:7])[CH:4]=[C:3]([CH3:8])[C:2]=1[C:9]1[N:14]=[C:13]([CH2:15][C:16](=[O:20])[CH2:17][CH2:18][CH3:19])[CH:12]=[CH:11][CH:10]=1. (2) The product is: [CH3:2][C:3]1[C:7]([C:8]2[CH:17]=[C:16]3[C:11]([C:12]([NH:21][CH2:22][C:23]4[CH:28]=[CH:27][CH:26]=[CH:25][N:24]=4)=[C:13]([NH2:18])[CH:14]=[N:15]3)=[CH:10][C:9]=2[O:29][CH3:30])=[C:6]([CH3:31])[O:5][N:4]=1. Given the reactants O.[CH3:2][C:3]1[C:7]([C:8]2[CH:17]=[C:16]3[C:11]([C:12]([NH:21][CH2:22][C:23]4[CH:28]=[CH:27][CH:26]=[CH:25][N:24]=4)=[C:13]([N+:18]([O-])=O)[CH:14]=[N:15]3)=[CH:10][C:9]=2[O:29][CH3:30])=[C:6]([CH3:31])[O:5][N:4]=1.[H][H], predict the reaction product. (3) Given the reactants [Br:1][C:2]1[S:6][C:5]([CH:7]2[S:13][CH2:12][CH2:11][NH:10][CH2:9][CH2:8]2)=[CH:4][CH:3]=1.[C:14](O[C:14]([O:16][C:17]([CH3:20])([CH3:19])[CH3:18])=[O:15])([O:16][C:17]([CH3:20])([CH3:19])[CH3:18])=[O:15], predict the reaction product. The product is: [Br:1][C:2]1[S:6][C:5]([CH:7]2[S:13][CH2:12][CH2:11][N:10]([C:14]([O:16][C:17]([CH3:20])([CH3:19])[CH3:18])=[O:15])[CH2:9][CH2:8]2)=[CH:4][CH:3]=1. (4) Given the reactants [CH:1]([S:3]([N:6]1[CH2:11][CH2:10][N:9]([C:12]([O:14][CH2:15][C:16]2[CH:21]=[CH:20][CH:19]=[CH:18][CH:17]=2)=[O:13])[CH2:8][CH2:7]1)(=[O:5])=[O:4])=[CH2:2].[CH3:22][NH:23][CH3:24], predict the reaction product. The product is: [CH3:22][N:23]([CH3:24])[CH2:2][CH2:1][S:3]([N:6]1[CH2:11][CH2:10][N:9]([C:12]([O:14][CH2:15][C:16]2[CH:21]=[CH:20][CH:19]=[CH:18][CH:17]=2)=[O:13])[CH2:8][CH2:7]1)(=[O:5])=[O:4]. (5) Given the reactants [CH3:1][O:2][C:3]([C:5]1[CH:6]=[C:7]([CH3:31])[C:8]2[O:14][C:13]3[C:15]([Cl:27])=[CH:16][C:17]([NH:19][C:20](=[O:26])[CH2:21][O:22][C:23](=[O:25])[CH3:24])=[CH:18][C:12]=3[CH2:11][S:10](=[O:29])(=[O:28])[C:9]=2[CH:30]=1)=[O:4].COC(C1C=C(C)C2OC3C(Cl)=CC(NC(=O)CCl)=CC=3CS(=O)(=O)C=2C=1)=O, predict the reaction product. The product is: [CH3:1][O:2][C:3]([C:5]1[CH:6]=[C:7]([CH3:31])[C:8]2[O:14][C:13]3[C:15]([Cl:27])=[CH:16][C:17]([NH:19][C:20](=[O:26])[CH2:21][O:22][C:23](=[O:25])[CH3:24])=[CH:18][C:12]=3[CH2:11][S:10](=[O:29])(=[O:28])[C:9]=2[CH:30]=1)=[O:4].[CH3:1][O:2][C:3]([C:5]1[CH:6]=[C:7]([CH3:31])[C:8]2[O:14][C:13]3[C:15]([Cl:27])=[CH:16][C:17]([NH:19][C:20](=[O:26])[CH2:21][OH:22])=[CH:18][C:12]=3[CH2:11][S:10](=[O:29])(=[O:28])[C:9]=2[CH:30]=1)=[O:4]. (6) Given the reactants [CH:1]1([C:4]2[N:13]=[C:12]([N:14]3[CH2:19][CH2:18][N:17]([C:20]4[CH:25]=[CH:24][CH:23]=[CH:22][C:21]=4[N+:26]([O-])=O)[CH2:16][CH2:15]3)[C:11]3[C:6](=[CH:7][C:8]([O:31][CH3:32])=[C:9]([O:29][CH3:30])[CH:10]=3)[N:5]=2)[CH2:3][CH2:2]1.[NH4+].[Cl-], predict the reaction product. The product is: [CH:1]1([C:4]2[N:13]=[C:12]([N:14]3[CH2:19][CH2:18][N:17]([C:20]4[CH:25]=[CH:24][CH:23]=[CH:22][C:21]=4[NH2:26])[CH2:16][CH2:15]3)[C:11]3[C:6](=[CH:7][C:8]([O:31][CH3:32])=[C:9]([O:29][CH3:30])[CH:10]=3)[N:5]=2)[CH2:3][CH2:2]1. (7) Given the reactants [Cl:1][C:2]1[C:7]([C:8]2[NH:12][C:11]3[CH:13]=[C:14]([F:18])[C:15]([F:17])=[CH:16][C:10]=3[N:9]=2)=[CH:6][CH:5]=[CH:4][N:3]=1.Br[CH2:20][C:21]1[CH:26]=[CH:25][CH:24]=[CH:23][CH:22]=1, predict the reaction product. The product is: [CH2:20]([N:12]1[C:11]2[CH:13]=[C:14]([F:18])[C:15]([F:17])=[CH:16][C:10]=2[N:9]=[C:8]1[C:7]1[C:2]([Cl:1])=[N:3][CH:4]=[CH:5][CH:6]=1)[C:21]1[CH:26]=[CH:25][CH:24]=[CH:23][CH:22]=1. (8) Given the reactants [F:1][CH:2]([F:40])[C:3]1[N:7]([C:8]2[N:13]=[C:12]([N:14]3[CH2:19][CH2:18][O:17][CH2:16][CH2:15]3)[N:11]=[C:10]([NH:20][C@H:21]3[CH2:26][CH2:25][C@H:24]([NH:27][C:28]([C@@H:30]4[CH2:35][CH2:34][CH2:33][NH:32][CH2:31]4)=[O:29])[CH2:23][CH2:22]3)[CH:9]=2)[C:6]2[CH:36]=[CH:37][CH:38]=[CH:39][C:5]=2[N:4]=1.C=O.[C:43](O[BH-](OC(=O)C)OC(=O)C)(=O)C.[Na+].C(=O)(O)[O-].[Na+].[Cl:62]CCl, predict the reaction product. The product is: [ClH:62].[F:40][CH:2]([F:1])[C:3]1[N:7]([C:8]2[N:13]=[C:12]([N:14]3[CH2:19][CH2:18][O:17][CH2:16][CH2:15]3)[N:11]=[C:10]([NH:20][C@H:21]3[CH2:22][CH2:23][C@H:24]([NH:27][C:28]([C@@H:30]4[CH2:35][CH2:34][CH2:33][N:32]([CH3:43])[CH2:31]4)=[O:29])[CH2:25][CH2:26]3)[CH:9]=2)[C:6]2[CH:36]=[CH:37][CH:38]=[CH:39][C:5]=2[N:4]=1. (9) The product is: [CH3:29][C:20]1[C:19]([C:17]([NH:16][CH2:15][C:14]2[CH:13]=[CH:12][C:11]([CH:8]3[CH2:9][CH2:10][C:5](=[O:4])[CH2:6][CH2:7]3)=[CH:31][CH:30]=2)=[O:18])=[CH:28][C:27]2[C:22](=[N:23][CH:24]=[CH:25][CH:26]=2)[N:21]=1. Given the reactants O1[C:5]2([CH2:10][CH2:9][CH:8]([C:11]3[CH:31]=[CH:30][C:14]([CH2:15][NH:16][C:17]([C:19]4[C:20]([CH3:29])=[N:21][C:22]5[C:27]([CH:28]=4)=[CH:26][CH:25]=[CH:24][N:23]=5)=[O:18])=[CH:13][CH:12]=3)[CH2:7][CH2:6]2)[O:4]CC1.Cl, predict the reaction product.